From a dataset of Full USPTO retrosynthesis dataset with 1.9M reactions from patents (1976-2016). Predict the reactants needed to synthesize the given product. Given the product [F:32][C:33]1[CH:34]=[C:35]([C:2]2[CH:31]=[CH:30][C:5]([C:6]([NH:8][C:9]3[CH:14]=[CH:13][C:12]([O:15][C:16]([F:19])([F:18])[F:17])=[C:11]([NH:20][C:21](=[O:29])[CH2:22][N:23]4[CH2:28][CH2:27][O:26][CH2:25][CH2:24]4)[CH:10]=3)=[O:7])=[CH:4][N:3]=2)[CH:36]=[C:37]([F:39])[CH:38]=1, predict the reactants needed to synthesize it. The reactants are: Cl[C:2]1[CH:31]=[CH:30][C:5]([C:6]([NH:8][C:9]2[CH:14]=[CH:13][C:12]([O:15][C:16]([F:19])([F:18])[F:17])=[C:11]([NH:20][C:21](=[O:29])[CH2:22][N:23]3[CH2:28][CH2:27][O:26][CH2:25][CH2:24]3)[CH:10]=2)=[O:7])=[CH:4][N:3]=1.[F:32][C:33]1[CH:34]=[C:35](B(O)O)[CH:36]=[C:37]([F:39])[CH:38]=1.C(=O)([O-])[O-].[K+].[K+].